From a dataset of Catalyst prediction with 721,799 reactions and 888 catalyst types from USPTO. Predict which catalyst facilitates the given reaction. (1) Reactant: [CH:1]([C:3]1[N:4]=[C:5]([C:8]2[N:9]=[CH:10][N:11]([CH3:13])[CH:12]=2)[NH:6][CH:7]=1)=O.[H][H].[NH3:16]. Product: [NH2:16][CH2:1][C:3]1[N:4]=[C:5]([C:8]2[N:9]=[CH:10][N:11]([CH3:13])[CH:12]=2)[NH:6][CH:7]=1. The catalyst class is: 181. (2) Reactant: [OH-].[Na+].C([O:5][C:6]([C:8]1[CH:12]=[C:11]([CH2:13][CH:14]([C:16]2[CH:21]=[CH:20][CH:19]=[CH:18][CH:17]=2)[CH3:15])[NH:10][N:9]=1)=[O:7])C. Product: [C:16]1([CH:14]([CH3:15])[CH2:13][C:11]2[NH:10][N:9]=[C:8]([C:6]([OH:7])=[O:5])[CH:12]=2)[CH:17]=[CH:18][CH:19]=[CH:20][CH:21]=1. The catalyst class is: 5. (3) The catalyst class is: 9. Product: [CH3:16][O:17][C:18]1[CH:25]=[CH:24][C:21]([CH2:22][N:3]2[C:4](=[O:15])[C:5]3[C@@H:6]4[C:11]([CH3:12])([CH3:13])[C@@:9]([CH3:14])([CH2:8][CH2:7]4)[C:10]=3[N:2]2[CH3:1])=[CH:20][CH:19]=1. Reactant: [CH3:1][N:2]1[C:10]2[C@@:9]3([CH3:14])[C:11]([CH3:13])([CH3:12])[C@H:6]([CH2:7][CH2:8]3)[C:5]=2[C:4](=[O:15])[NH:3]1.[CH3:16][O:17][C:18]1[CH:25]=[CH:24][C:21]([CH2:22]Br)=[CH:20][CH:19]=1. (4) Reactant: [H-].[Na+].[C:3]([O:11][CH2:12][CH3:13])(=[O:10])[CH2:4][C:5]([O:7][CH2:8][CH3:9])=[O:6].Br[CH2:15][C:16]([C:18]1[CH:23]=[CH:22][C:21]([Br:24])=[CH:20][CH:19]=1)=[O:17].Cl. Product: [Br:24][C:21]1[CH:22]=[CH:23][C:18]([C:16](=[O:17])[CH2:15][CH:4]([C:5]([O:7][CH2:8][CH3:9])=[O:6])[C:3]([O:11][CH2:12][CH3:13])=[O:10])=[CH:19][CH:20]=1. The catalyst class is: 7.